From a dataset of Full USPTO retrosynthesis dataset with 1.9M reactions from patents (1976-2016). Predict the reactants needed to synthesize the given product. (1) Given the product [NH2:2][CH2:1][C:3]1[CH:4]=[C:5]([NH:9][C:10]([N:12]2[CH2:16][CH2:15][CH2:14][CH2:13]2)=[O:11])[CH:6]=[CH:7][CH:8]=1, predict the reactants needed to synthesize it. The reactants are: [C:1]([C:3]1[CH:4]=[C:5]([NH:9][C:10]([N:12]2[CH2:16][CH2:15][CH2:14][CH2:13]2)=[O:11])[CH:6]=[CH:7][CH:8]=1)#[N:2].NCC1C=C(NC(=O)N(CC)C)C=CC=1. (2) Given the product [C:1]([CH2:3][CH2:4][C:5]1[CH:6]=[CH:7][C:8]2[N:9]([C:11]([C:14]([NH:28][C:29]3[CH:30]=[C:31]([C:36]4[N:40]=[C:39]([CH:41]5[CH2:44][N:43]([C:45]([O:47][CH3:48])=[O:46])[CH2:42]5)[O:38][N:37]=4)[CH:32]=[CH:33][C:34]=3[CH3:35])=[O:16])=[CH:12][N:13]=2)[CH:10]=1)#[N:2], predict the reactants needed to synthesize it. The reactants are: [C:1]([CH2:3][CH2:4][C:5]1[CH:6]=[CH:7][C:8]2[N:9]([C:11]([C:14]([OH:16])=O)=[CH:12][N:13]=2)[CH:10]=1)#[N:2].C(Cl)(=O)C(Cl)=O.CN(C)C=O.[NH2:28][C:29]1[CH:30]=[C:31]([C:36]2[N:40]=[C:39]([CH:41]3[CH2:44][N:43]([C:45]([O:47][CH3:48])=[O:46])[CH2:42]3)[O:38][N:37]=2)[CH:32]=[CH:33][C:34]=1[CH3:35]. (3) Given the product [Br:12][C:5]1[CH:4]=[CH:3][C:2]([CH3:1])=[C:11]2[C:6]=1[CH:7]=[CH:8][CH:9]=[N:10]2, predict the reactants needed to synthesize it. The reactants are: [CH3:1][C:2]1[CH:3]=[CH:4][CH:5]=[C:6]2[C:11]=1[N:10]=[CH:9][CH:8]=[CH:7]2.[Br:12]Br. (4) Given the product [Br:1][C:2]1[CH:3]=[C:4]([C@H:9]2[CH2:13][O:12][S:11](=[O:22])(=[O:14])[N:10]2[C:15]([O:17][C:18]([CH3:21])([CH3:20])[CH3:19])=[O:16])[CH:5]=[C:6]([F:8])[CH:7]=1, predict the reactants needed to synthesize it. The reactants are: [Br:1][C:2]1[CH:3]=[C:4]([C@H:9]2[CH2:13][O:12][S:11](=[O:14])[N:10]2[C:15]([O:17][C:18]([CH3:21])([CH3:20])[CH3:19])=[O:16])[CH:5]=[C:6]([F:8])[CH:7]=1.[OH2:22]. (5) Given the product [CH:1]1([NH:8][C:14]([CH:13]2[CH2:12][CH2:11][CH2:10][CH2:18][CH2:17]2)=[O:15])[CH2:6][CH2:5][CH:4]([NH:7][C:27]([CH:21]2[CH2:26][CH2:25][CH2:24][CH2:23][CH2:22]2)=[O:28])[CH2:3][CH2:2]1, predict the reactants needed to synthesize it. The reactants are: [C@H:1]1([NH2:8])[CH2:6][CH2:5][C@H:4]([NH2:7])[CH2:3][CH2:2]1.C(Cl)(=O)[C:10]1[CH:18]=[CH:17][C:13]([C:14](Cl)=[O:15])=[CH:12][CH:11]=1.[CH:21]1([C:27](Cl)=[O:28])[CH2:26][CH2:25][CH2:24][CH2:23][CH2:22]1. (6) Given the product [CH3:38][N:19]([CH3:18])[C:20]1[CH:21]=[CH:22][C:23]([CH2:24][CH2:25][N:26]2[CH2:30][CH2:29][C@@H:28]([N:8]3[C:7]4[CH:6]=[CH:5][CH:4]=[CH:3][C:13]=4[CH2:12][O:11][C:10]4[CH:14]=[CH:15][CH:16]=[CH:17][C:9]3=4)[CH2:27]2)=[CH:36][CH:37]=1, predict the reactants needed to synthesize it. The reactants are: [H-].[Na+].[CH:3]1[C:13]2[CH2:12][O:11][C:10]3[CH:14]=[CH:15][CH:16]=[CH:17][C:9]=3[NH:8][C:7]=2[CH:6]=[CH:5][CH:4]=1.[CH3:18][N:19]([CH3:38])[C:20]1[CH:37]=[CH:36][C:23]([CH2:24][CH2:25][N:26]2[CH2:30][CH2:29][C@H:28](OS(C)(=O)=O)[CH2:27]2)=[CH:22][CH:21]=1. (7) Given the product [OH:19][C:15]1[C:16]([CH3:18])=[CH:17][C:12]([C:7]2[NH:6][C:5](=[O:21])[C:4]3[C:9](=[CH:10][CH:11]=[C:2]([NH:1][C:23]4[CH:28]=[CH:27][CH:26]=[CH:25][N:24]=4)[CH:3]=3)[N:8]=2)=[CH:13][C:14]=1[CH3:20], predict the reactants needed to synthesize it. The reactants are: [NH2:1][C:2]1[CH:3]=[C:4]2[C:9](=[CH:10][CH:11]=1)[N:8]=[C:7]([C:12]1[CH:17]=[C:16]([CH3:18])[C:15]([OH:19])=[C:14]([CH3:20])[CH:13]=1)[NH:6][C:5]2=[O:21].Br[C:23]1[CH:28]=[CH:27][CH:26]=[CH:25][N:24]=1.O(C(C)(C)C)[Na]. (8) The reactants are: [Cl:1][C:2]1[CH:3]=[CH:4][C:5]([N:18]2[CH:22]=[CH:21][CH:20]=[CH:19]2)=[C:6]([CH:8]([C:10]2[CH:15]=[CH:14][CH:13]=[C:12]([Cl:16])[C:11]=2[Cl:17])[OH:9])[CH:7]=1.P(Cl)(Cl)(Cl)=O.CN(C)[CH:30]=[O:31].C([O-])(=O)C.[Na+]. Given the product [Cl:1][C:2]1[CH:3]=[CH:4][C:5]([N:18]2[CH:22]=[CH:21][CH:20]=[C:19]2[CH:30]=[O:31])=[C:6]([C:8](=[O:9])[C:10]2[CH:15]=[CH:14][CH:13]=[C:12]([Cl:16])[C:11]=2[Cl:17])[CH:7]=1, predict the reactants needed to synthesize it. (9) Given the product [C:15]([O:14][C:12]([NH:1][C:2]1[CH:3]=[CH:4][CH:5]=[C:6]2[C:11]=1[NH:10][CH2:9][CH2:8][CH2:7]2)=[O:13])([CH3:18])([CH3:17])[CH3:16], predict the reactants needed to synthesize it. The reactants are: [NH2:1][C:2]1[CH:3]=[CH:4][CH:5]=[C:6]2[C:11]=1[NH:10][CH2:9][CH2:8][CH2:7]2.[C:12](O[C:12]([O:14][C:15]([CH3:18])([CH3:17])[CH3:16])=[O:13])([O:14][C:15]([CH3:18])([CH3:17])[CH3:16])=[O:13]. (10) The reactants are: COC(=O)C(NC1C=C(Cl)C=C(Cl)C=1OCC1C=CC=CC=1)=CC([O-])=O.C[O:28][C:29]([C:31]1[CH:40]=[C:39]([CH2:41][CH2:42][CH2:43][CH2:44][CH2:45][CH3:46])[C:38]2[C:33](=[C:34]([O:47]CC3C=CC=CC=3)[CH:35]=[CH:36][CH:37]=2)[N:32]=1)=[O:30]. Given the product [CH2:41]([C:39]1[C:38]2[C:33](=[C:34]([OH:47])[CH:35]=[CH:36][CH:37]=2)[N:32]=[C:31]([C:29]([OH:30])=[O:28])[CH:40]=1)[CH2:42][CH2:43][CH2:44][CH2:45][CH3:46], predict the reactants needed to synthesize it.